Task: Predict the reactants needed to synthesize the given product.. Dataset: Full USPTO retrosynthesis dataset with 1.9M reactions from patents (1976-2016) (1) The reactants are: [Cl-].ClC=[N+](C)C.CN([CH:10]=[O:11])C.[Cl:12][C:13]1[CH:21]=[C:20]2[C:16]([CH:17]=[CH:18][NH:19]2)=[CH:15][C:14]=1B1OCC(C)(C)CO1.Cl[C:31]1[CH:36]=[N:35][C:34]([C:37]2[CH:42]=[CH:41][CH:40]=[CH:39][CH:38]=2)=[CH:33][N:32]=1.C(=O)([O-])[O-].[K+].[K+]. Given the product [Cl:12][C:13]1[CH:21]=[C:20]2[C:16]([C:17]([CH:10]=[O:11])=[CH:18][NH:19]2)=[CH:15][C:14]=1[C:31]1[CH:36]=[N:35][C:34]([C:37]2[CH:42]=[CH:41][CH:40]=[CH:39][CH:38]=2)=[CH:33][N:32]=1, predict the reactants needed to synthesize it. (2) Given the product [NH2:24][C:21]1[N:22]=[CH:23][C:18]([C:9]2[CH:14]=[N:13][C:12]([OH:15])=[CH:11][CH:10]=2)=[CH:19][C:20]=1[O:25][C@@H:26]([C:28]1[CH:33]=[C:32]([F:34])[CH:31]=[CH:30][C:29]=1[N:35]1[N:39]=[CH:38][CH:37]=[N:36]1)[CH3:27], predict the reactants needed to synthesize it. The reactants are: CC1(C)C(C)(C)OB([C:9]2[CH:10]=[CH:11][C:12]([OH:15])=[N:13][CH:14]=2)O1.Br[C:18]1[CH:19]=[C:20]([O:25][C@@H:26]([C:28]2[CH:33]=[C:32]([F:34])[CH:31]=[CH:30][C:29]=2[N:35]2[N:39]=[CH:38][CH:37]=[N:36]2)[CH3:27])[C:21]([NH2:24])=[N:22][CH:23]=1.[F-].[Cs+].B([O-])[O-].